From a dataset of Forward reaction prediction with 1.9M reactions from USPTO patents (1976-2016). Predict the product of the given reaction. (1) Given the reactants [F:1][C:2]1[CH:7]=[C:6]([S:8]([CH3:11])(=[O:10])=[O:9])[C:5]([F:12])=[CH:4][C:3]=1[NH:13][C@H:14]1[CH2:19][CH2:18][CH2:17][N:16]([CH:20]2[CH2:25][CH2:24][NH:23][CH2:22][CH2:21]2)[C:15]1=[O:26].C(=O)([O-])[O-].[K+].[K+].[N:33]#[C:34]Br, predict the reaction product. The product is: [F:1][C:2]1[CH:7]=[C:6]([S:8]([CH3:11])(=[O:10])=[O:9])[C:5]([F:12])=[CH:4][C:3]=1[NH:13][C@H:14]1[CH2:19][CH2:18][CH2:17][N:16]([CH:20]2[CH2:21][CH2:22][N:23]([C:34]#[N:33])[CH2:24][CH2:25]2)[C:15]1=[O:26]. (2) Given the reactants [Br:1][C:2]1[CH:17]=[CH:16][C:5]2[N:6]=[C:7](Cl)[C:8]3[C:13]([C:4]=2[CH:3]=1)=[C:12]([Cl:14])[N:11]=[CH:10][CH:9]=3.[F:18][C:19]1[CH:25]=[C:24]([F:26])[CH:23]=[C:22]([F:27])[C:20]=1[NH2:21].CC(C)([O-])C.[Na+], predict the reaction product. The product is: [Br:1][C:2]1[CH:17]=[CH:16][C:5]2[N:6]=[C:7]([NH:21][C:20]3[C:19]([F:18])=[CH:25][C:24]([F:26])=[CH:23][C:22]=3[F:27])[C:8]3[C:13]([C:4]=2[CH:3]=1)=[C:12]([Cl:14])[N:11]=[CH:10][CH:9]=3. (3) Given the reactants Br[C:2]1[CH:3]=[C:4]2[C:9](=[CH:10][CH:11]=1)[CH2:8][C@@H:7]([NH:12][C:13](=[O:27])[C:14]1[CH:19]=[CH:18][C:17]([O:20][CH2:21][C@@H:22]3[CH2:26][CH2:25][CH2:24][O:23]3)=[CH:16][CH:15]=1)[CH2:6][CH2:5]2.C(=O)=[O:29].C[Li].[CH2:33]([Li])[CH2:34][CH2:35]C, predict the reaction product. The product is: [OH:29][C:34]([C:2]1[CH:3]=[C:4]2[C:9](=[CH:10][CH:11]=1)[CH2:8][C@@H:7]([NH:12][C:13](=[O:27])[C:14]1[CH:15]=[CH:16][C:17]([O:20][CH2:21][C@@H:22]3[CH2:26][CH2:25][CH2:24][O:23]3)=[CH:18][CH:19]=1)[CH2:6][CH2:5]2)([CH3:35])[CH3:33]. (4) Given the reactants [Br:1][C:2]1[C:3]([O:11][CH2:12][C:13]2[CH:18]=[CH:17][CH:16]=[C:15]([C:19]3[CH:28]=[CH:27][C:22]4[O:23][CH2:24][CH2:25][O:26][C:21]=4[CH:20]=3)[C:14]=2[CH3:29])=[CH:4][C:5]([OH:10])=[C:6]([CH:9]=1)[CH:7]=[O:8].Br[CH2:31][C:32]1[CH:33]=[C:34]([CH:37]=[CH:38][CH:39]=1)[C:35]#[N:36].C(=O)([O-])[O-].[Cs+].[Cs+].O, predict the reaction product. The product is: [Br:1][C:2]1[C:3]([O:11][CH2:12][C:13]2[CH:18]=[CH:17][CH:16]=[C:15]([C:19]3[CH:28]=[CH:27][C:22]4[O:23][CH2:24][CH2:25][O:26][C:21]=4[CH:20]=3)[C:14]=2[CH3:29])=[CH:4][C:5]([O:10][CH2:31][C:32]2[CH:33]=[C:34]([CH:37]=[CH:38][CH:39]=2)[C:35]#[N:36])=[C:6]([CH:7]=[O:8])[CH:9]=1. (5) Given the reactants [F:1][C:2]1[CH:7]=[CH:6][C:5]([C@H:8]([CH2:12][C:13]([N:15]2[CH2:20][CH2:19][O:18][CH2:17][CH2:16]2)=[O:14])[C:9]([OH:11])=O)=[CH:4][CH:3]=1.[NH2:21][C@@H:22]([CH:25]([CH3:27])[CH3:26])[CH2:23][OH:24].CN(C(ON1N=NC2C=CC=NC1=2)=[N+](C)C)C.F[P-](F)(F)(F)(F)F.C(N(C(C)C)CC)(C)C, predict the reaction product. The product is: [F:1][C:2]1[CH:3]=[CH:4][C:5]([C@H:8]([CH2:12][C:13]([N:15]2[CH2:20][CH2:19][O:18][CH2:17][CH2:16]2)=[O:14])[C:9]([NH:21][C@H:22]([CH2:23][OH:24])[CH:25]([CH3:27])[CH3:26])=[O:11])=[CH:6][CH:7]=1. (6) Given the reactants O.O.[Sn](Cl)Cl.[CH3:6][C:7]1[CH:16]=[CH:15][C:14]2[C:9](=[CH:10][CH:11]=[C:12]([N+:17]([O-])=O)[CH:13]=2)[N:8]=1.O.C(=O)(O)[O-].[Na+], predict the reaction product. The product is: [CH3:6][C:7]1[CH:16]=[CH:15][C:14]2[C:9](=[CH:10][CH:11]=[C:12]([NH2:17])[CH:13]=2)[N:8]=1.